Dataset: Forward reaction prediction with 1.9M reactions from USPTO patents (1976-2016). Task: Predict the product of the given reaction. (1) Given the reactants [CH2:1]([O:3][C:4](=[O:24])[CH2:5][CH2:6][C:7]1[CH:12]=[CH:11][C:10]([O:13][C:14]2[CH:19]=[C:18]([CH3:20])[CH:17]=[C:16](Br)[CH:15]=2)=[CH:9][C:8]=1[CH2:22][CH3:23])[CH3:2].BrC1C=C(C)C=C(Br)C=1.C(OC(=O)CCC1C=CC(O)=CC=1CC)C.C(=O)([O-])[O-].[Cs+].[Cs+].CC(C)(C(=O)CC(=O)C(C)(C)C)C.Cl.C[N:71]1CC[CH2:73][C:72]1=O, predict the reaction product. The product is: [CH2:1]([O:3][C:4](=[O:24])[CH2:5][CH2:6][C:7]1[CH:12]=[CH:11][C:10]([O:13][C:14]2[CH:19]=[C:18]([CH3:20])[CH:17]=[C:16]([CH:72]([NH2:71])[CH3:73])[CH:15]=2)=[CH:9][C:8]=1[CH2:22][CH3:23])[CH3:2]. (2) Given the reactants [CH:1]1([N:5]2[CH2:10][CH2:9][CH:8]([O:11][C:12]3[CH:17]=[CH:16][C:15]([NH:18][C:19](=[O:27])[CH2:20][N:21]4[CH2:26][CH2:25][O:24][CH2:23][CH2:22]4)=[CH:14][CH:13]=3)[CH2:7][CH2:6]2)[CH2:4][CH2:3][CH2:2]1.[ClH:28], predict the reaction product. The product is: [ClH:28].[ClH:28].[CH:1]1([N:5]2[CH2:6][CH2:7][CH:8]([O:11][C:12]3[CH:13]=[CH:14][C:15]([NH:18][C:19](=[O:27])[CH2:20][N:21]4[CH2:22][CH2:23][O:24][CH2:25][CH2:26]4)=[CH:16][CH:17]=3)[CH2:9][CH2:10]2)[CH2:2][CH2:3][CH2:4]1. (3) Given the reactants [NH:1]([C:8]([N:10]1[C:18]2[C:13](=[CH:14][C:15]([O:19][C:20]3[CH:25]=[CH:24][N:23]=[C:22]([NH:26][C:27]([CH:29]4[CH2:34][CH2:33][N:32](C(OC(C)(C)C)=O)[CH2:31][CH2:30]4)=[O:28])[CH:21]=3)=[CH:16][CH:17]=2)[C:12]([Cl:42])=[CH:11]1)=[O:9])[C:2]1[CH:7]=[CH:6][CH:5]=[CH:4][CH:3]=1.[Na].[OH-].[Na+], predict the reaction product. The product is: [C:2]1([NH:1][C:8]([N:10]2[C:18]3[C:13](=[CH:14][C:15]([O:19][C:20]4[CH:25]=[CH:24][N:23]=[C:22]([NH:26][C:27]([CH:29]5[CH2:34][CH2:33][NH:32][CH2:31][CH2:30]5)=[O:28])[CH:21]=4)=[CH:16][CH:17]=3)[C:12]([Cl:42])=[CH:11]2)=[O:9])[CH:7]=[CH:6][CH:5]=[CH:4][CH:3]=1.